Dataset: NCI-60 drug combinations with 297,098 pairs across 59 cell lines. Task: Regression. Given two drug SMILES strings and cell line genomic features, predict the synergy score measuring deviation from expected non-interaction effect. Drug 1: CCC1=CC2CC(C3=C(CN(C2)C1)C4=CC=CC=C4N3)(C5=C(C=C6C(=C5)C78CCN9C7C(C=CC9)(C(C(C8N6C)(C(=O)OC)O)OC(=O)C)CC)OC)C(=O)OC.C(C(C(=O)O)O)(C(=O)O)O. Drug 2: CC1=C2C(C(=O)C3(C(CC4C(C3C(C(C2(C)C)(CC1OC(=O)C(C(C5=CC=CC=C5)NC(=O)OC(C)(C)C)O)O)OC(=O)C6=CC=CC=C6)(CO4)OC(=O)C)O)C)O. Cell line: HCT116. Synergy scores: CSS=39.7, Synergy_ZIP=0.418, Synergy_Bliss=-6.45, Synergy_Loewe=-21.0, Synergy_HSA=-4.26.